This data is from Peptide-MHC class I binding affinity with 185,985 pairs from IEDB/IMGT. The task is: Regression. Given a peptide amino acid sequence and an MHC pseudo amino acid sequence, predict their binding affinity value. This is MHC class I binding data. (1) The peptide sequence is ETMYLTMKAI. The MHC is HLA-A02:02 with pseudo-sequence HLA-A02:02. The binding affinity (normalized) is 0.336. (2) The peptide sequence is LQMNSLRA. The MHC is HLA-A02:02 with pseudo-sequence HLA-A02:02. The binding affinity (normalized) is 0.0187. (3) The peptide sequence is VPAWLPLGI. The MHC is HLA-B39:01 with pseudo-sequence HLA-B39:01. The binding affinity (normalized) is 0.270. (4) The peptide sequence is LPNVQFVDI. The MHC is HLA-B53:01 with pseudo-sequence HLA-B53:01. The binding affinity (normalized) is 0.614. (5) The peptide sequence is RPAPATGAL. The MHC is HLA-A02:01 with pseudo-sequence HLA-A02:01. The binding affinity (normalized) is 0.0847. (6) The MHC is HLA-A02:01 with pseudo-sequence HLA-A02:01. The binding affinity (normalized) is 1.00. The peptide sequence is RLLPSLLLLL.